Dataset: Full USPTO retrosynthesis dataset with 1.9M reactions from patents (1976-2016). Task: Predict the reactants needed to synthesize the given product. (1) Given the product [N+:1]([C:4]1[CH:8]=[N:7][N:6]2[C:14]([C:16]3[CH:17]=[C:18]([N:22]([CH3:28])[S:23]([CH2:26][CH3:27])(=[O:25])=[O:24])[CH:19]=[CH:20][CH:21]=3)=[CH:13][CH:12]=[N:9][C:5]=12)([O-:3])=[O:2], predict the reactants needed to synthesize it. The reactants are: [N+:1]([C:4]1[CH:8]=[N:7][NH:6][C:5]=1[NH2:9])([O-:3])=[O:2].CN(C)[CH:12]=[CH:13][C:14]([C:16]1[CH:17]=[C:18]([N:22]([CH3:28])[S:23]([CH2:26][CH3:27])(=[O:25])=[O:24])[CH:19]=[CH:20][CH:21]=1)=O.C(OCC)(=O)C. (2) Given the product [C:1]([O:5][C:6](=[O:17])[NH:7][CH2:8][CH2:9][C:10]1[CH:15]=[CH:14][C:13]([O:16][C:19]2[CH:24]=[CH:23][C:22]([N+:25]([O-:27])=[O:26])=[CH:21][CH:20]=2)=[CH:12][CH:11]=1)([CH3:4])([CH3:2])[CH3:3], predict the reactants needed to synthesize it. The reactants are: [C:1]([O:5][C:6](=[O:17])[NH:7][CH2:8][CH2:9][C:10]1[CH:15]=[CH:14][C:13]([OH:16])=[CH:12][CH:11]=1)([CH3:4])([CH3:3])[CH3:2].F[C:19]1[CH:24]=[CH:23][C:22]([N+:25]([O-:27])=[O:26])=[CH:21][CH:20]=1.C(=O)([O-])[O-].[Cs+].[Cs+]. (3) The reactants are: Br[C:2]1[CH:7]=[CH:6][C:5]([C@@:8]2([CH3:15])[C:12](=[O:13])[NH:11][C:10](=[O:14])[NH:9]2)=[CH:4][CH:3]=1.[Cu][C:17]#[N:18].O.Cl. Given the product [C:17]([C:2]1[CH:7]=[CH:6][C:5]([C@@:8]2([CH3:15])[C:12](=[O:13])[NH:11][C:10](=[O:14])[NH:9]2)=[CH:4][CH:3]=1)#[N:18], predict the reactants needed to synthesize it. (4) Given the product [Br:1][C:2]1[CH:7]=[CH:6][C:5]([CH2:8][Br:12])=[CH:4][C:3]=1[F:10], predict the reactants needed to synthesize it. The reactants are: [Br:1][C:2]1[CH:7]=[CH:6][C:5]([CH2:8]O)=[CH:4][C:3]=1[F:10].P(Br)(Br)[Br:12].C([O-])([O-])=O.[Na+].[Na+]. (5) Given the product [CH:29]1([S:32]([NH:35][C:24](=[O:25])[C:23]2[CH:27]=[CH:28][C:20]([CH2:19][N:11]([S:8]([C:5]3[CH:6]=[CH:7][C:2]([Cl:1])=[CH:3][CH:4]=3)(=[O:9])=[O:10])[CH2:12][C:13]3[CH:18]=[CH:17][CH:16]=[CH:15][N:14]=3)=[CH:21][CH:22]=2)(=[O:34])=[O:33])[CH2:31][CH2:30]1, predict the reactants needed to synthesize it. The reactants are: [Cl:1][C:2]1[CH:7]=[CH:6][C:5]([S:8]([N:11]([CH2:19][C:20]2[CH:28]=[CH:27][C:23]([C:24](O)=[O:25])=[CH:22][CH:21]=2)[CH2:12][C:13]2[CH:18]=[CH:17][CH:16]=[CH:15][N:14]=2)(=[O:10])=[O:9])=[CH:4][CH:3]=1.[CH:29]1([S:32]([NH2:35])(=[O:34])=[O:33])[CH2:31][CH2:30]1. (6) The reactants are: CO[CH:3](OC)[N:4]([CH3:6])[CH3:5].[I:9][C:10]1[CH:11]=[CH:12][C:13]2[N:14]([CH:16]=[C:17]([C:19]3[CH:24]=[CH:23][C:22]([CH2:25][CH:26]=O)=[CH:21][CH:20]=3)[N:18]=2)[CH:15]=1.CN(C)C=[O:31]. Given the product [CH3:6][N:4]([CH3:5])/[CH:3]=[CH:26]/[C:25]([C:22]1[CH:23]=[CH:24][C:19]([C:17]2[N:18]=[C:13]3[CH:12]=[CH:11][C:10]([I:9])=[CH:15][N:14]3[CH:16]=2)=[CH:20][CH:21]=1)=[O:31], predict the reactants needed to synthesize it. (7) The reactants are: O[C:2]([C:5]1[CH:6]=[C:7]([O:22][C:23]([F:26])([F:25])[F:24])[CH:8]=[C:9]2[C:14]=1[O:13][CH:12]([C:15]([F:18])([F:17])[F:16])[C:11]([C:19]([OH:21])=[O:20])=[CH:10]2)([CH3:4])[CH3:3].C([SiH](CC)CC)C.C(O)(C(F)(F)F)=O. Given the product [CH:2]([C:5]1[CH:6]=[C:7]([O:22][C:23]([F:26])([F:24])[F:25])[CH:8]=[C:9]2[C:14]=1[O:13][CH:12]([C:15]([F:18])([F:17])[F:16])[C:11]([C:19]([OH:21])=[O:20])=[CH:10]2)([CH3:4])[CH3:3], predict the reactants needed to synthesize it.